This data is from Forward reaction prediction with 1.9M reactions from USPTO patents (1976-2016). The task is: Predict the product of the given reaction. (1) Given the reactants [CH2:1]([O:8][C:9]1[CH:10]=[C:11]2[C:15](=[CH:16][C:17]=1[O:18][CH3:19])[NH:14][CH:13]=[CH:12]2)[C:2]1[CH:7]=[CH:6][CH:5]=[CH:4][CH:3]=1.[C:20]1([S:26](Cl)(=[O:28])=[O:27])[CH:25]=[CH:24][CH:23]=[CH:22][CH:21]=1, predict the reaction product. The product is: [CH2:1]([O:8][C:9]1[CH:10]=[C:11]2[C:15](=[CH:16][C:17]=1[O:18][CH3:19])[N:14]([S:26]([C:20]1[CH:25]=[CH:24][CH:23]=[CH:22][CH:21]=1)(=[O:28])=[O:27])[CH:13]=[CH:12]2)[C:2]1[CH:3]=[CH:4][CH:5]=[CH:6][CH:7]=1. (2) Given the reactants [F-].C([N+](CCCC)(CCCC)CCCC)CCC.[Si]([O:26][CH2:27][CH2:28][CH2:29][C:30]1[C:38]2[C:33](=[N:34][CH:35]=[C:36]([NH:39][C:40](=[O:56])[C:41]3[C:46]([F:47])=[CH:45][CH:44]=[C:43]([NH:48][S:49]([CH2:52][CH2:53][CH3:54])(=[O:51])=[O:50])[C:42]=3[F:55])[CH:37]=2)[NH:32][N:31]=1)(C(C)(C)C)(C)C, predict the reaction product. The product is: [F:55][C:42]1[C:43]([NH:48][S:49]([CH2:52][CH2:53][CH3:54])(=[O:51])=[O:50])=[CH:44][CH:45]=[C:46]([F:47])[C:41]=1[C:40]([NH:39][C:36]1[CH:37]=[C:38]2[C:30]([CH2:29][CH2:28][CH2:27][OH:26])=[N:31][NH:32][C:33]2=[N:34][CH:35]=1)=[O:56]. (3) Given the reactants [OH:1][CH:2]1[CH:7]([C:8]2[CH:13]=[CH:12][C:11]([O:14][CH2:15][CH2:16][CH2:17][O:18][CH2:19][C:20]3[CH:25]=[CH:24][CH:23]=[CH:22][C:21]=3[O:26][CH3:27])=[CH:10][CH:9]=2)[CH2:6][CH2:5][N:4]([C:28]([O:30][CH2:31][C:32]2[CH:37]=[CH:36][CH:35]=[CH:34][CH:33]=2)=[O:29])[CH2:3]1.Br[CH2:39][C:40]1[CH:41]=[CH:42][CH:43]=[C:44]2[C:48]=1[N:47]([CH2:49][O:50][CH2:51][CH2:52][Si:53]([CH3:56])([CH3:55])[CH3:54])[C:46](=[O:57])[C:45]2([CH3:59])[CH3:58], predict the reaction product. The product is: [CH3:58][C:45]1([CH3:59])[C:44]2[C:48](=[C:40]([CH2:39][O:1][CH:2]3[CH:7]([C:8]4[CH:13]=[CH:12][C:11]([O:14][CH2:15][CH2:16][CH2:17][O:18][CH2:19][C:20]5[CH:25]=[CH:24][CH:23]=[CH:22][C:21]=5[O:26][CH3:27])=[CH:10][CH:9]=4)[CH2:6][CH2:5][N:4]([C:28]([O:30][CH2:31][C:32]4[CH:33]=[CH:34][CH:35]=[CH:36][CH:37]=4)=[O:29])[CH2:3]3)[CH:41]=[CH:42][CH:43]=2)[N:47]([CH2:49][O:50][CH2:51][CH2:52][Si:53]([CH3:54])([CH3:56])[CH3:55])[C:46]1=[O:57]. (4) Given the reactants [Br:1][C:2]1[CH:7]=[CH:6][C:5](O)=[C:4]([F:9])[CH:3]=1.[C:10](=[O:13])([O-])[O-].[Cs+].[Cs+].[C:16](#[N:18])[CH3:17], predict the reaction product. The product is: [Br:1][C:2]1[CH:7]=[CH:6][C:5]([O:13][CH2:10][CH2:17][CH2:16][N:18]2[CH2:6][CH2:7][CH2:2][C@H:3]2[CH3:4])=[C:4]([F:9])[CH:3]=1. (5) Given the reactants [CH:1]([Si:4]1([CH:34]([CH3:36])[CH3:35])[O:14][C@@H:13]2[C@H:9]([N:10]([C:21]([O:23][C:24]([CH3:27])([CH3:26])[CH3:25])=[O:22])[C@H:11]([CH2:16][C:17]([NH:19][CH3:20])=[O:18])[C:12]2=[O:15])[CH2:8][O:7][Si:6]([CH:31]([CH3:33])[CH3:32])([CH:28]([CH3:30])[CH3:29])[O:5]1)([CH3:3])[CH3:2].[BH4-].[Na+], predict the reaction product. The product is: [OH:15][C@H:12]1[C@@H:11]([CH2:16][C:17]([NH:19][CH3:20])=[O:18])[N:10]([C:21]([O:23][C:24]([CH3:25])([CH3:26])[CH3:27])=[O:22])[C@@H:9]2[CH2:8][O:7][Si:6]([CH:31]([CH3:33])[CH3:32])([CH:28]([CH3:30])[CH3:29])[O:5][Si:4]([CH:34]([CH3:36])[CH3:35])([CH:1]([CH3:2])[CH3:3])[O:14][C@@H:13]12. (6) Given the reactants [CH3:1][N:2]([CH3:15])[C:3]([N:5]1[CH2:9][CH:8]2[CH2:10][CH:11]([C:13]#[N:14])[CH2:12][CH:7]2[CH2:6]1)=[O:4].IC.[CH3:18][Si](C)(C)[N-][Si](C)(C)C.[Li+], predict the reaction product. The product is: [CH3:1][N:2]([CH3:15])[C:3]([N:5]1[CH2:9][CH:8]2[CH2:10][C:11]([C:13]#[N:14])([CH3:18])[CH2:12][CH:7]2[CH2:6]1)=[O:4]. (7) The product is: [Cl:1][C:2]1[CH:3]=[CH:4][C:5]2[C:14]3[C:9](=[CH:10][N:11]=[CH:12][CH:13]=3)[C:8](=[O:15])[N:7]([CH2:20][CH:17]3[CH2:19][CH2:18]3)[C:6]=2[CH:16]=1. Given the reactants [Cl:1][C:2]1[CH:3]=[CH:4][C:5]2[C:14]3[C:9](=[CH:10][N:11]=[CH:12][CH:13]=3)[C:8](=[O:15])[NH:7][C:6]=2[CH:16]=1.[CH:17]1([CH2:20]Br)[CH2:19][CH2:18]1, predict the reaction product.